The task is: Predict the reaction yield, written as a fraction of the theoretical maximum amount of product (1.0 means a 100% yield; for example, 0.34 means a 34% yield).. This data is from Reaction yield outcomes from USPTO patents with 853,638 reactions. (1) The reactants are Cl[C:2]1[O:3][C:4]([C:13]2[CH:18]=[CH:17][C:16]([S:19]([NH2:22])(=[O:21])=[O:20])=[CH:15][CH:14]=2)=[C:5]([C:7]2[CH:12]=[CH:11][CH:10]=[CH:9][CH:8]=2)[N:6]=1.[CH3:23]N(C=O)C.C(=O)([O-])[O-].[K+].[K+].[OH:34][C:35]1[CH:36]=[C:37]([CH:41]2[CH2:46][CH:45]([O:47][CH3:48])C[CH2:43][O:42]2)[CH:38]=[CH:39][CH:40]=1. The catalyst is C(OCC)(=O)C. The product is [CH3:43][O:42][C:41]1([C:37]2[CH:36]=[C:35]([CH:40]=[CH:39][CH:38]=2)[O:34][C:2]2[O:3][C:4]([C:13]3[CH:18]=[CH:17][C:16]([S:19]([NH2:22])(=[O:21])=[O:20])=[CH:15][CH:14]=3)=[C:5]([C:7]3[CH:12]=[CH:11][CH:10]=[CH:9][CH:8]=3)[N:6]=2)[CH2:46][CH2:45][O:47][CH2:48][CH2:23]1. The yield is 0.440. (2) The reactants are [C:1]([C:4]1[C:5](=[O:12])[NH:6][C:7]([S:10][CH3:11])=[N:8][CH:9]=1)(=O)[CH3:2].[C:13](OC(N(C)C)N(C)C)(C)(C)C.[C:25]([C:27]1[CH:32]=[CH:31][C:30]([NH:33][C:34]([NH2:36])=[NH:35])=[CH:29][CH:28]=1)#[N:26].C([O-])([O-])=O.[K+].[K+].Cl. No catalyst specified. The product is [CH3:11][S:10][C:7]1[NH:6][C:5](=[O:12])[C:4]([C:1]2[CH:2]=[CH:13][N:36]=[C:34]([NH:33][C:30]3[CH:29]=[CH:28][C:27]([C:25]#[N:26])=[CH:32][CH:31]=3)[N:35]=2)=[CH:9][N:8]=1. The yield is 0.470.